This data is from Reaction yield outcomes from USPTO patents with 853,638 reactions. The task is: Predict the reaction yield, written as a fraction of the theoretical maximum amount of product (1.0 means a 100% yield; for example, 0.34 means a 34% yield). (1) The reactants are [O:1]=[C:2]1[C:7]([CH2:8][C:9]2[CH:14]=[CH:13][C:12]([C:15]3[C:16]([C:21]#[N:22])=[CH:17][CH:18]=[CH:19][CH:20]=3)=[CH:11][CH:10]=2)=[C:6]([CH2:23][CH2:24][CH3:25])[N:5]2[N:26]=[CH:27][N:28]=[C:4]2[NH:3]1.[CH2:29]([CH:31]1[CH2:33][O:32]1)[CH3:30].C(=O)([O-])[O-].[K+].[K+].CN(C)C(=O)C. The catalyst is C(OCC)(=O)C. The product is [OH:32][CH:31]([CH2:29][CH3:30])[CH2:33][N:3]1[C:2](=[O:1])[C:7]([CH2:8][C:9]2[CH:10]=[CH:11][C:12]([C:15]3[C:16]([C:21]#[N:22])=[CH:17][CH:18]=[CH:19][CH:20]=3)=[CH:13][CH:14]=2)=[C:6]([CH2:23][CH2:24][CH3:25])[N:5]2[N:26]=[CH:27][N:28]=[C:4]12. The yield is 0.750. (2) The reactants are C([O:3][C:4](=[O:37])[C:5]([CH2:29][O:30]C(=O)C(C)(C)C)([CH3:28])[CH2:6][NH:7][C:8]1[N:13]=[C:12]([NH:14][C:15]2[N:20]=[CH:19][C:18]3[N:21]=[C:22]([CH3:27])[N:23]([CH:24]([CH3:26])[CH3:25])[C:17]=3[CH:16]=2)[CH:11]=[CH:10][N:9]=1)C. The catalyst is Cl. The product is [OH:30][CH2:29][C:5]([CH3:28])([CH2:6][NH:7][C:8]1[N:13]=[C:12]([NH:14][C:15]2[N:20]=[CH:19][C:18]3[N:21]=[C:22]([CH3:27])[N:23]([CH:24]([CH3:25])[CH3:26])[C:17]=3[CH:16]=2)[CH:11]=[CH:10][N:9]=1)[C:4]([OH:37])=[O:3]. The yield is 0.660.